Task: Predict which catalyst facilitates the given reaction.. Dataset: Catalyst prediction with 721,799 reactions and 888 catalyst types from USPTO (1) Reactant: [F:1][C:2]1[CH:10]=[C:9]2[C:5]([C:6]([CH:11]3[CH2:16][CH2:15][N:14](C(=O)C)[CH2:13][CH2:12]3)=[N:7][NH:8]2)=[CH:4][CH:3]=1. Product: [F:1][C:2]1[CH:10]=[C:9]2[C:5]([C:6]([CH:11]3[CH2:16][CH2:15][NH:14][CH2:13][CH2:12]3)=[N:7][NH:8]2)=[CH:4][CH:3]=1. The catalyst class is: 33. (2) Reactant: Br[C:2]1[CH:10]=[CH:9][CH:8]=[C:7]2[C:3]=1[CH2:4][N:5]([C:11]([O:13][C:14]([CH3:17])([CH3:16])[CH3:15])=[O:12])[CH2:6]2.[CH3:18][C:19]1([CH3:35])[C:23]([CH3:25])([CH3:24])[O:22][B:21]([B:21]2[O:22][C:23]([CH3:25])([CH3:24])[C:19]([CH3:35])([CH3:18])[O:20]2)[O:20]1.C(O[K])(C)=O. Product: [CH3:18][C:19]1([CH3:35])[C:23]([CH3:25])([CH3:24])[O:22][B:21]([C:2]2[CH:10]=[CH:9][CH:8]=[C:7]3[C:3]=2[CH2:4][N:5]([C:11]([O:13][C:14]([CH3:17])([CH3:16])[CH3:15])=[O:12])[CH2:6]3)[O:20]1. The catalyst class is: 75. (3) Reactant: [C:1]([O:5][C:6]([NH:8][C:9]([CH3:37])([CH2:30][C:31]1[CH:36]=[CH:35][CH:34]=[CH:33][CH:32]=1)[CH2:10][O:11][CH2:12][C:13]1[CH:14]=[C:15]([CH:19]=[C:20]([N:22]([S:26]([CH3:29])(=[O:28])=[O:27])[CH2:23][CH2:24][CH3:25])[CH:21]=1)[C:16](O)=[O:17])=[O:7])([CH3:4])([CH3:3])[CH3:2].[F:38][C:39]([F:49])([F:48])[CH:40]([NH2:47])[C:41]1[CH:46]=[CH:45][CH:44]=[CH:43][CH:42]=1.CN([P+](ON1N=NC2C=CC=CC1=2)(N(C)C)N(C)C)C.F[P-](F)(F)(F)(F)F.C(N(C(C)C)C(C)C)C. Product: [CH2:30]([C:9]([NH:8][C:6](=[O:7])[O:5][C:1]([CH3:4])([CH3:2])[CH3:3])([CH3:37])[CH2:10][O:11][CH2:12][C:13]1[CH:14]=[C:15]([C:16]([NH:47][CH:40]([C:41]2[CH:46]=[CH:45][CH:44]=[CH:43][CH:42]=2)[C:39]([F:38])([F:48])[F:49])=[O:17])[CH:19]=[C:20]([N:22]([S:26]([CH3:29])(=[O:28])=[O:27])[CH2:23][CH2:24][CH3:25])[CH:21]=1)[C:31]1[CH:36]=[CH:35][CH:34]=[CH:33][CH:32]=1. The catalyst class is: 3. (4) Reactant: [Cl:1][C:2]1[CH:3]=[C:4]([CH2:9][C:10]([N:12]2[CH:21]3[CH:16]([CH2:17][CH2:18][CH2:19][CH:20]3[N:22]3[CH2:26][CH2:25][CH2:24][CH2:23]3)[NH:15][CH2:14][CH2:13]2)=[O:11])[CH:5]=[CH:6][C:7]=1[Cl:8].[NH:27]1[C:31]([CH:32]=O)=[CH:30][N:29]=[CH:28]1.[BH-](OC(C)=O)(OC(C)=O)OC(C)=O.[Na+].C(O)(=O)C. Product: [Cl:1][C:2]1[CH:3]=[C:4]([CH2:9][C:10]([N:12]2[CH:21]3[CH:16]([CH2:17][CH2:18][CH2:19][CH:20]3[N:22]3[CH2:26][CH2:25][CH2:24][CH2:23]3)[N:15]([CH2:32][C:31]3[NH:27][CH:28]=[N:29][CH:30]=3)[CH2:14][CH2:13]2)=[O:11])[CH:5]=[CH:6][C:7]=1[Cl:8]. The catalyst class is: 2.